This data is from Catalyst prediction with 721,799 reactions and 888 catalyst types from USPTO. The task is: Predict which catalyst facilitates the given reaction. Reactant: [O:1]([C:8]1[CH:9]=[C:10]([CH:13]2[O:17][CH2:16][CH2:15][O:14]2)[S:11][CH:12]=1)[C:2]1[CH:7]=[CH:6][CH:5]=[CH:4][CH:3]=1.[Br:18]N1C(=O)CCC1=O.C(=O)(O)[O-].[Na+]. Product: [Br:18][C:12]1[S:11][C:10]([CH:13]2[O:17][CH2:16][CH2:15][O:14]2)=[CH:9][C:8]=1[O:1][C:2]1[CH:7]=[CH:6][CH:5]=[CH:4][CH:3]=1. The catalyst class is: 7.